Dataset: Full USPTO retrosynthesis dataset with 1.9M reactions from patents (1976-2016). Task: Predict the reactants needed to synthesize the given product. (1) Given the product [Br:1][CH:31]([C:32]1[CH:33]=[CH:34][C:35]2[N:36]([C:38]([CH:41]([CH3:42])[CH3:43])=[N:39][N:40]=2)[N:37]=1)[C:30]([C:24]1[CH:25]=[CH:26][C:27]([F:29])=[CH:28][C:23]=1[F:22])=[O:44], predict the reactants needed to synthesize it. The reactants are: [Br-:1].[Br-].[Br-].[NH+]1C=CC=CC=1.[NH+]1C=CC=CC=1.[NH+]1C=CC=CC=1.[F:22][C:23]1[CH:28]=[C:27]([F:29])[CH:26]=[CH:25][C:24]=1[C:30](=[O:44])[CH2:31][C:32]1[CH:33]=[CH:34][C:35]2[N:36]([C:38]([CH:41]([CH3:43])[CH3:42])=[N:39][N:40]=2)[N:37]=1. (2) Given the product [CH3:13][O:12][P:11]([CH2:3][C:4]1[CH:8]=[C:7]([CH3:9])[N:6]([CH3:10])[N:5]=1)(=[O:16])[O:14][CH3:15], predict the reactants needed to synthesize it. The reactants are: BrC[CH2:3][C:4]1[CH:8]=[C:7]([CH3:9])[N:6]([CH3:10])[N:5]=1.[P:11]([O:16]C)([O:14][CH3:15])[O:12][CH3:13].C(=O)([O-])O.[Na+]. (3) Given the product [Br:1][C:2]1[CH:7]=[C:6]([C:8]([F:10])([F:9])[F:11])[CH:5]=[CH:4][C:3]=1[N:12]1[CH2:17][CH2:16][O:15][C:14]2[CH:18]=[C:19]([S:22]([NH:61][C:62]3[CH:67]=[CH:66][N:65]=[CH:64][N:63]=3)(=[O:25])=[O:24])[CH:20]=[CH:21][C:13]1=2, predict the reactants needed to synthesize it. The reactants are: [Br:1][C:2]1[CH:7]=[C:6]([C:8]([F:11])([F:10])[F:9])[CH:5]=[CH:4][C:3]=1[N:12]1[CH2:17][CH2:16][O:15][C:14]2[CH:18]=[C:19]([S:22]([O:25]C3C(F)=C(F)C(F)=C(F)C=3F)(=[O:24])=O)[CH:20]=[CH:21][C:13]1=2.ClC1C=C(C(F)(F)F)C=CC=1N1CCOC2C=C(S([NH:61][C:62]3[CH:67]=[CH:66][N:65]=[CH:64][N:63]=3)(=O)=O)C=CC1=2.